Dataset: CYP2C19 inhibition data for predicting drug metabolism from PubChem BioAssay. Task: Regression/Classification. Given a drug SMILES string, predict its absorption, distribution, metabolism, or excretion properties. Task type varies by dataset: regression for continuous measurements (e.g., permeability, clearance, half-life) or binary classification for categorical outcomes (e.g., BBB penetration, CYP inhibition). Dataset: cyp2c19_veith. (1) The compound is Cc1[nH]c(=O)c(C#N)cc1-c1ccncc1. The result is 0 (non-inhibitor). (2) The drug is Nc1nc(Br)c2ccccc2c1-c1ccc(F)cc1. The result is 1 (inhibitor). (3) The molecule is CNC[C@H](O)c1ccc(O)c(O)c1.O=C(O)[C@@H](O)[C@@H](O)C(=O)O. The result is 0 (non-inhibitor). (4) The molecule is C=C(C)[C@H]1Cc2c(ccc3c2O[C@H]2COc4cc(OC)c(OC)cc4[C@@H]2C3=O)O1. The result is 1 (inhibitor). (5) The drug is O=C(N/N=C/c1ccco1)c1ccncc1. The result is 0 (non-inhibitor). (6) The molecule is COCCNC(=O)C1CC(c2cccc(OC)c2)=NO1. The result is 0 (non-inhibitor). (7) The drug is COc1ccc(Oc2ncc3nc(-c4cccc(C#N)c4)c(=O)n(C)c3n2)cc1. The result is 0 (non-inhibitor). (8) The drug is COc1ccc(C2=NOC(C(=O)NCCN3CCOCC3)C2)cc1. The result is 0 (non-inhibitor).